From a dataset of Experimental lipophilicity measurements (octanol/water distribution) for 4,200 compounds from AstraZeneca. Regression/Classification. Given a drug SMILES string, predict its absorption, distribution, metabolism, or excretion properties. Task type varies by dataset: regression for continuous measurements (e.g., permeability, clearance, half-life) or binary classification for categorical outcomes (e.g., BBB penetration, CYP inhibition). For this dataset (lipophilicity_astrazeneca), we predict Y. (1) The drug is O=C1O[C@]2(CN3CCC2CC3)CN1c1cccs1. The Y is 0.900 logD. (2) The drug is O=C(O)C[C@H]1CC[C@H](c2ccc(-c3ccc(Nc4ccc(C(F)(F)F)nc4)cn3)cc2)CC1. The Y is 3.80 logD. (3) The molecule is CC(C)Cn1c(=O)n(C)c(=O)c2c(C(=O)N3CCC3)c(Cc3ccccc3C(F)(F)F)sc21. The Y is 3.46 logD.